From a dataset of Acute oral toxicity (LD50) regression data from Zhu et al.. Regression/Classification. Given a drug SMILES string, predict its toxicity properties. Task type varies by dataset: regression for continuous values (e.g., LD50, hERG inhibition percentage) or binary classification for toxic/non-toxic outcomes (e.g., AMES mutagenicity, cardiotoxicity, hepatotoxicity). Dataset: ld50_zhu. (1) The compound is FC(F)(F)c1nc2cc(Br)c(Cl)cc2[nH]1. The rat oral LD50 is 4.52, given as -log10 of the dose in mol/kg body weight (higher means more acutely toxic). (2) The molecule is CC(C)COC(=O)C=CC(=O)OCC(C)C. The rat oral LD50 is 1.45, given as -log10 of the dose in mol/kg body weight (higher means more acutely toxic). (3) The drug is Cc1occc1C(=O)Nc1ccccc1. The rat oral LD50 is 1.19, given as -log10 of the dose in mol/kg body weight (higher means more acutely toxic). (4) The drug is CCCCCCCCCCCOC(=O)Cc1ccc(N(CCCl)CCCl)cc1. The rat oral LD50 is 3.94, given as -log10 of the dose in mol/kg body weight (higher means more acutely toxic). (5) The molecule is C=CC(=O)NCOCCCC. The rat oral LD50 is 2.18, given as -log10 of the dose in mol/kg body weight (higher means more acutely toxic). (6) The compound is C#CCC1=C(C)C(OC(=O)C2C(C=C(C)C)C2(C)C)CC1=O. The rat oral LD50 is 2.81, given as -log10 of the dose in mol/kg body weight (higher means more acutely toxic). (7) The compound is CC12CCC3C4CCC(=O)C=C4CCC3C1CCC2OC(=O)N(CCCl)N=O. The rat oral LD50 is 2.27, given as -log10 of the dose in mol/kg body weight (higher means more acutely toxic). (8) The compound is CCCCC(CC)COC(CBr)c1cccc(Cl)c1. The rat oral LD50 is 3.14, given as -log10 of the dose in mol/kg body weight (higher means more acutely toxic). (9) The molecule is O=C(Nc1ccc(Cl)c(Cl)c1)c1cc(Cl)cc(Cl)c1O. The rat oral LD50 is 3.16, given as -log10 of the dose in mol/kg body weight (higher means more acutely toxic). (10) The molecule is O=[N+]([O-])N1CN([N+](=O)[O-])CN([N+](=O)[O-])C1. The rat oral LD50 is 3.35, given as -log10 of the dose in mol/kg body weight (higher means more acutely toxic).